From a dataset of Catalyst prediction with 721,799 reactions and 888 catalyst types from USPTO. Predict which catalyst facilitates the given reaction. (1) Reactant: [OH:1][CH:2]1[CH:8]([OH:9])[C:7]2([CH3:11])[O:10][C:3]1([CH3:13])[CH2:4][C:5](=[O:12])[CH2:6]2.N1C=CN=C1.[C:19]([Si:23]([C:26]([CH3:29])([CH3:28])[CH3:27])(Cl)Cl)([CH3:22])([CH3:21])[CH3:20]. Product: [C:19]([Si:23]1([C:26]([CH3:29])([CH3:28])[CH3:27])[O:1][CH:2]2[CH:8]([C:7]3([CH3:11])[O:10][C:3]2([CH3:13])[CH2:4][C:5](=[O:12])[CH2:6]3)[O:9]1)([CH3:22])([CH3:21])[CH3:20]. The catalyst class is: 26. (2) Reactant: [CH3:1][O:2][C:3]([C:5]1[C:9]2[CH:10]=[CH:11][C:12]([OH:14])=[CH:13][C:8]=2[O:7][CH:6]=1)=[O:4].[NH2:15][C:16]1[N:21]=[C:20](Cl)[CH:19]=[C:18]([Cl:23])[N:17]=1.[O-]P([O-])([O-])=O.[K+].[K+].[K+].CCOC(C)=O. Product: [CH3:1][O:2][C:3]([C:5]1[C:9]2[CH:10]=[CH:11][C:12]([O:14][C:20]3[CH:19]=[C:18]([Cl:23])[N:17]=[C:16]([NH2:15])[N:21]=3)=[CH:13][C:8]=2[O:7][CH:6]=1)=[O:4]. The catalyst class is: 179.